Dataset: Full USPTO retrosynthesis dataset with 1.9M reactions from patents (1976-2016). Task: Predict the reactants needed to synthesize the given product. (1) Given the product [O:36]=[C:31]1[NH:32][C:33](=[O:35])[C:34](=[CH:1][C:3]2[C:4]([C:23]3[CH:28]=[CH:27][C:26]([CH3:29])=[CH:25][CH:24]=3)=[C:5]([CH2:14][NH:15][C:16](=[O:22])[O:17][C:18]([CH3:19])([CH3:20])[CH3:21])[C:6]([CH2:10][CH:11]([CH3:12])[CH3:13])=[N:7][C:8]=2[CH3:9])[S:30]1, predict the reactants needed to synthesize it. The reactants are: [CH:1]([C:3]1[C:4]([C:23]2[CH:28]=[CH:27][C:26]([CH3:29])=[CH:25][CH:24]=2)=[C:5]([CH2:14][NH:15][C:16](=[O:22])[O:17][C:18]([CH3:21])([CH3:20])[CH3:19])[C:6]([CH2:10][CH:11]([CH3:13])[CH3:12])=[N:7][C:8]=1[CH3:9])=O.[S:30]1[CH2:34][C:33](=[O:35])[NH:32][C:31]1=[O:36].N1CCCCC1. (2) The reactants are: [CH:1]1([N:7]([C@H:21]2[CH2:26][CH2:25][C@H:24]([CH2:27]OC3C=CC=CC=3)[CH2:23][CH2:22]2)[C:8](=[O:20])[NH:9][C:10]2[S:11][C:12]([S:15][CH2:16][C:17]([OH:19])=[O:18])=[CH:13][N:14]=2)[CH2:6][CH2:5][CH2:4][CH2:3][CH2:2]1.C1(N[C@H]2CC[C@H]([CH2:49][O:50][C:51]3[CH:56]=[CH:55][C:54]([O:57][CH3:58])=[CH:53][CH:52]=3)CC2)CCCCCC1.C(OC(=O)CSC1SC(N)=NC=1)C. Given the product [CH:21]1([N:7]([C@H:1]2[CH2:2][CH2:3][C@H:4]([CH2:49][O:50][C:51]3[CH:56]=[CH:55][C:54]([O:57][CH3:58])=[CH:53][CH:52]=3)[CH2:5][CH2:6]2)[C:8](=[O:20])[NH:9][C:10]2[S:11][C:12]([S:15][CH2:16][C:17]([OH:19])=[O:18])=[CH:13][N:14]=2)[CH2:22][CH2:23][CH2:24][CH2:27][CH2:25][CH2:26]1, predict the reactants needed to synthesize it. (3) Given the product [CH3:32][C:8]([CH3:9])([C:10]1[CH:11]=[CH:12][C:13]([CH2:16][CH2:17][CH2:18][NH:19][C@@H:20]([C:22]2[C:31]3[C:26](=[CH:27][CH:28]=[CH:29][CH:30]=3)[CH:25]=[CH:24][CH:23]=2)[CH3:21])=[CH:14][CH:15]=1)[C:7]([NH:6][CH2:5][CH2:4][C:3]([OH:34])=[O:2])=[O:33], predict the reactants needed to synthesize it. The reactants are: C[O:2][C:3](=[O:34])[CH2:4][CH2:5][NH:6][C:7](=[O:33])[C:8]([CH3:32])([C:10]1[CH:15]=[CH:14][C:13]([CH2:16][CH2:17][CH2:18][NH:19][C@@H:20]([C:22]2[C:31]3[C:26](=[CH:27][CH:28]=[CH:29][CH:30]=3)[CH:25]=[CH:24][CH:23]=2)[CH3:21])=[CH:12][CH:11]=1)[CH3:9].[Li+].[OH-]. (4) Given the product [NH:2]1[C:12](=[O:14])[CH2:11][CH2:10][NH:9][C:4]2[CH:5]=[CH:6][CH:7]=[CH:8][C:3]1=2, predict the reactants needed to synthesize it. The reactants are: [Na].[NH2:2][C:3]1[CH:8]=[CH:7][CH:6]=[CH:5][C:4]=1[NH:9][CH2:10][CH2:11][C:12]([O:14]C)=O. (5) Given the product [Br:1][C:2]1[CH:3]=[C:4]([CH2:8][N:9]([CH:16]([CH3:18])[CH3:17])[S:10]([CH2:13][CH3:14])(=[O:11])=[O:12])[CH:5]=[N:6][CH:7]=1, predict the reactants needed to synthesize it. The reactants are: [Br:1][C:2]1[CH:3]=[C:4]([CH2:8][NH:9][S:10]([CH2:13][CH3:14])(=[O:12])=[O:11])[CH:5]=[N:6][CH:7]=1.I[CH:16]([CH3:18])[CH3:17].[H-].[Na+]. (6) Given the product [N:31]1[C:32]2[C:27](=[CH:26][C:25]([C:14]3[CH:15]=[N:16][N:17]([C:18]4[CH:23]=[CH:22][CH:21]=[CH:20][C:19]=4[CH3:24])[C:13]=3[NH:12][C:7]3[CH:8]=[CH:9][CH:10]=[CH:11][C:6]=3[C:5]([OH:35])=[O:4])=[CH:34][CH:33]=2)[N:28]=[CH:29][CH:30]=1, predict the reactants needed to synthesize it. The reactants are: [OH-].[Na+].C[O:4][C:5](=[O:35])[C:6]1[CH:11]=[CH:10][CH:9]=[CH:8][C:7]=1[NH:12][C:13]1[N:17]([C:18]2[CH:23]=[CH:22][CH:21]=[CH:20][C:19]=2[CH3:24])[N:16]=[CH:15][C:14]=1[C:25]1[CH:26]=[C:27]2[C:32](=[CH:33][CH:34]=1)[N:31]=[CH:30][CH:29]=[N:28]2.Cl. (7) The reactants are: [C:1]([C:3]1[CH:8]=[CH:7][C:6]([CH:9]2[N:13]3[C:14]([C:17]([OH:19])=O)=[CH:15][N:16]=[C:12]3[CH2:11][CH2:10]2)=[CH:5][C:4]=1[F:20])#[N:2].[Si:21]([O:38][C:39]1[CH:40]=[C:41]([CH2:45][CH2:46][CH2:47][CH2:48][NH2:49])[CH:42]=[CH:43][CH:44]=1)([C:34]([CH3:37])([CH3:36])[CH3:35])([C:28]1[CH:33]=[CH:32][CH:31]=[CH:30][CH:29]=1)[C:22]1[CH:27]=[CH:26][CH:25]=[CH:24][CH:23]=1.CCN=C=NCCCN(C)C.Cl.C1C=CC2N(O)N=NC=2C=1.C(N(CC)C(C)C)(C)C. Given the product [Si:21]([O:38][C:39]1[CH:40]=[C:41]([CH2:45][CH2:46][CH2:47][CH2:48][NH:49][C:17]([C:14]2[N:13]3[CH:9]([C:6]4[CH:7]=[CH:8][C:3]([C:1]#[N:2])=[C:4]([F:20])[CH:5]=4)[CH2:10][CH2:11][C:12]3=[N:16][CH:15]=2)=[O:19])[CH:42]=[CH:43][CH:44]=1)([C:34]([CH3:35])([CH3:36])[CH3:37])([C:28]1[CH:33]=[CH:32][CH:31]=[CH:30][CH:29]=1)[C:22]1[CH:23]=[CH:24][CH:25]=[CH:26][CH:27]=1, predict the reactants needed to synthesize it. (8) Given the product [Si:1]([O:8][CH2:9][C@@H:10]([N:19]1[CH:24]=[CH:23][C:22]([C:25]2[CH:30]=[CH:29][N:28]=[C:27]([NH:42][C:40]3[C:39]([CH3:43])=[N:38][N:37]([CH3:36])[CH:41]=3)[N:26]=2)=[CH:21][C:20]1=[O:35])[C:11]1[CH:16]=[CH:15][C:14]([Cl:17])=[C:13]([F:18])[CH:12]=1)([C:4]([CH3:7])([CH3:6])[CH3:5])([CH3:3])[CH3:2], predict the reactants needed to synthesize it. The reactants are: [Si:1]([O:8][CH2:9][C@@H:10]([N:19]1[CH:24]=[CH:23][C:22]([C:25]2[CH:30]=[CH:29][N:28]=[C:27](S(C)(=O)=O)[N:26]=2)=[CH:21][C:20]1=[O:35])[C:11]1[CH:16]=[CH:15][C:14]([Cl:17])=[C:13]([F:18])[CH:12]=1)([C:4]([CH3:7])([CH3:6])[CH3:5])([CH3:3])[CH3:2].[CH3:36][N:37]1[CH:41]=[C:40]([NH2:42])[C:39]([CH3:43])=[N:38]1.O.